From a dataset of TCR-epitope binding with 47,182 pairs between 192 epitopes and 23,139 TCRs. Binary Classification. Given a T-cell receptor sequence (or CDR3 region) and an epitope sequence, predict whether binding occurs between them. (1) The epitope is YIFFASFYY. The TCR CDR3 sequence is CASSDNSYEQYF. Result: 1 (the TCR binds to the epitope). (2) The epitope is KMQRMLLEK. The TCR CDR3 sequence is CASSSLWVGELFF. Result: 0 (the TCR does not bind to the epitope).